This data is from Forward reaction prediction with 1.9M reactions from USPTO patents (1976-2016). The task is: Predict the product of the given reaction. (1) Given the reactants [H-].[Na+].[CH3:3][O:4][C:5]1[CH:6]=[C:7]([CH:32]=[CH:33][C:34]=1[N+:35]([O-:37])=[O:36])[C:8]([C:10]1[N:18]2[C:13]([CH:14]=[C:15]([NH:19][CH3:20])[CH:16]=[CH:17]2)=[C:12]([C:21]([O:23][CH2:24][C:25]2[CH:30]=[CH:29][CH:28]=[CH:27][CH:26]=2)=[O:22])[C:11]=1[CH3:31])=[O:9].[CH3:38]I.Cl, predict the reaction product. The product is: [CH3:20][N:19]([CH3:38])[C:15]1[CH:16]=[CH:17][N:18]2[C:13]([CH:14]=1)=[C:12]([C:21]([O:23][CH2:24][C:25]1[CH:30]=[CH:29][CH:28]=[CH:27][CH:26]=1)=[O:22])[C:11]([CH3:31])=[C:10]2[C:8](=[O:9])[C:7]1[CH:32]=[CH:33][C:34]([N+:35]([O-:37])=[O:36])=[C:5]([O:4][CH3:3])[CH:6]=1. (2) Given the reactants [F:1][C:2]([F:10])([F:9])[C:3]([CH3:8])([CH3:7])[C:4](O)=[O:5].C(C1NC=CN=1)(C1[NH:14]C=CN=1)=O.N.C(OCC)C, predict the reaction product. The product is: [F:1][C:2]([F:10])([F:9])[C:3]([CH3:8])([CH3:7])[C:4]([NH2:14])=[O:5]. (3) Given the reactants [NH2:1][C:2]1[S:3][C:4]([C:8]2[CH:13]=[C:12]([CH3:14])[N:11]=[C:10]([N:15]([CH3:21])[CH2:16][CH2:17][N:18]([CH3:20])[CH3:19])[N:9]=2)=[C:5]([CH3:7])[N:6]=1.[C:22](OC(=O)C)(=[O:24])[CH3:23], predict the reaction product. The product is: [CH3:20][N:18]([CH3:19])[CH2:17][CH2:16][N:15]([CH3:21])[C:10]1[N:9]=[C:8]([C:4]2[S:3][C:2]([NH:1][C:22](=[O:24])[CH3:23])=[N:6][C:5]=2[CH3:7])[CH:13]=[C:12]([CH3:14])[N:11]=1. (4) Given the reactants NC1N=C(OCC)C2N=C(C3C=C(NS(C(C)C)(=O)=O)C=CC=3)C=CC=2N=1.[CH2:28]([S:30](Cl)(=[O:32])=[O:31])[CH3:29].[NH2:34][C:35]1[CH:40]=[CH:39][C:38]([C:41]2[CH:42]=[CH:43][C:44]3[N:45]=[C:46]([NH2:54])[N:47]=[C:48]([O:51][CH2:52][CH3:53])[C:49]=3[N:50]=2)=[CH:37][CH:36]=1, predict the reaction product. The product is: [NH2:54][C:46]1[N:47]=[C:48]([O:51][CH2:52][CH3:53])[C:49]2[N:50]=[C:41]([C:38]3[CH:37]=[CH:36][C:35]([NH:34][S:30]([CH2:28][CH3:29])(=[O:32])=[O:31])=[CH:40][CH:39]=3)[CH:42]=[CH:43][C:44]=2[N:45]=1. (5) Given the reactants O1C2C(=CC=CC=2)[C@H](NC([C@@H]2CC3C(=CC([C@H]4C[C@@H](C(=O)N[C@H]5C6C(=CC=CC=6)CCC5)N(C(=O)[C@@H](NC(=O)[C@@H](NC)C)C(C)(C)C)C4)=CC=3)CN2C(=O)[C@@H](NC(=O)[C@@H](NC)C)C(C)(C)C)=O)CC1.C(O[C:75]([N:77](C)[C@@H:78]([CH3:152])[C:79]([NH:81][C@@H:82]([C:148]([CH3:151])([CH3:150])[CH3:149])[C:83]([N:85]1[CH2:89][C@@H:88]([C:90]2[CH:99]=[C:98]3[C:93]([CH2:94][C@@H:95]([C:121](=[O:133])[NH:122][C@H:123]4[C:132]5[C:127](=[CH:128][CH:129]=[CH:130][CH:131]=5)[CH2:126][CH2:125][CH2:124]4)[N:96]([C:100](=[O:120])[C@@H:101]([NH:106][C:107](=[O:119])[C@@H:108]([N:110](C(OC(C)(C)C)=O)[CH3:111])[CH3:109])[C:102]([CH3:105])([CH3:104])[CH3:103])[CH2:97]3)=[CH:92][CH:91]=2)[CH2:87][C@H:86]1[C:134](N[C@@H](CC1C=CC=CC=1)C(O)=O)=[O:135])=[O:84])=[O:80])=O)(C)(C)C.[CH3:154][C:155]1[O:159][C:158]([C@@H:160]([NH2:168])[CH2:161][C:162]2[CH:167]=[CH:166][CH:165]=[CH:164][CH:163]=2)=[N:157][N:156]=1, predict the reaction product. The product is: [CH3:105][C:102]([CH3:103])([CH3:104])[C@H:101]([NH:106][C:107](=[O:119])[C@@H:108]([NH:110][CH3:111])[CH3:109])[C:100]([N:96]1[C@H:95]([C:121]([NH:122][C@H:123]2[C:132]3[C:127](=[CH:128][CH:129]=[CH:130][CH:131]=3)[CH2:126][CH2:125][CH2:124]2)=[O:133])[CH2:94][C:93]2[C:98](=[CH:99][C:90]([C@H:88]3[CH2:87][C@@H:86]([C:134](=[O:135])[NH:168][C@H:160]([C:158]4[O:159][C:155]([CH3:154])=[N:156][N:157]=4)[CH2:161][C:162]4[CH:167]=[CH:166][CH:165]=[CH:164][CH:163]=4)[N:85]([C:83](=[O:84])[C@@H:82]([NH:81][C:79](=[O:80])[C@@H:78]([NH:77][CH3:75])[CH3:152])[C:148]([CH3:149])([CH3:150])[CH3:151])[CH2:89]3)=[CH:91][CH:92]=2)[CH2:97]1)=[O:120].